This data is from CYP1A2 inhibition data for predicting drug metabolism from PubChem BioAssay. The task is: Regression/Classification. Given a drug SMILES string, predict its absorption, distribution, metabolism, or excretion properties. Task type varies by dataset: regression for continuous measurements (e.g., permeability, clearance, half-life) or binary classification for categorical outcomes (e.g., BBB penetration, CYP inhibition). Dataset: cyp1a2_veith. (1) The compound is CO/N=C\c1ccc(C(=O)N2[C@H](C(=O)OC)CC[C@H](C)[C@H]2c2ccc(C)cc2)cc1. The result is 0 (non-inhibitor). (2) The drug is CN(C)C(N)=NCCC[C@H](N)C(=O)O. The result is 0 (non-inhibitor). (3) The compound is CN(C)CCCSc1nc2ccccc2[nH]1. The result is 0 (non-inhibitor). (4) The compound is NCCc1c[nH]c2ccccc12. The result is 1 (inhibitor). (5) The compound is O=c1c(-c2cccs2)nc2cnc(N3CCNCC3)nc2n1Cc1cccs1. The result is 1 (inhibitor). (6) The drug is CO[C@@H]1COC(=O)[C@H](C)NC(=O)[C@@H](C)COC(=O)[C@H](C)NC(=O)C/C=C\[C@H]1C. The result is 0 (non-inhibitor). (7) The drug is CCN(CC)CCc1nc(-c2ccccc2)no1.O=C(O)CC(O)(CC(=O)O)C(=O)O. The result is 1 (inhibitor). (8) The compound is O=C(O)C[C@H]1OCC=C2C[N@@+]3([O-])CC[C@]45c6ccccc6N[C@@H]4[C@@H]1[C@H]2C[C@H]53. The result is 0 (non-inhibitor).